From a dataset of Forward reaction prediction with 1.9M reactions from USPTO patents (1976-2016). Predict the product of the given reaction. (1) Given the reactants [Cl:1][C:2]1[CH:7]=[CH:6][C:5]([S:8]([N:11]2[CH2:16][CH2:15][NH:14][C:13](=[O:17])[C@H:12]2[CH2:18][C:19](O)=[O:20])(=[O:10])=[O:9])=[CH:4][CH:3]=1.[S:22]1[CH2:27][CH2:26][CH2:25][S:24][CH:23]1[CH2:28][CH2:29][C:30]1[CH:31]=[C:32]2[C:37](=[CH:38]C=1)[C@H:36](N)[CH2:35][CH2:34][CH2:33]2.C1C=CC2N(O)N=[N:47]C=2C=1.CCN=C=NCCCN(C)C, predict the reaction product. The product is: [S:24]1[CH2:25][CH2:26][CH2:27][S:22][CH:23]1[CH2:28][C:29]1[CH:38]=[C:37]2[C:32](=[CH:31][CH:30]=1)[C@H:33]([NH:47][C:19](=[O:20])[CH2:18][C@@H:12]1[C:13](=[O:17])[NH:14][CH2:15][CH2:16][N:11]1[S:8]([C:5]1[CH:6]=[CH:7][C:2]([Cl:1])=[CH:3][CH:4]=1)(=[O:9])=[O:10])[CH2:34][CH2:35][CH2:36]2. (2) Given the reactants [N:1]1([C:7]2[CH:15]=[CH:14][C:13]([N+:16]([O-:18])=[O:17])=[CH:12][C:8]=2[C:9]([OH:11])=O)[CH2:6][CH2:5][O:4][CH2:3][CH2:2]1.[C:19]1([C:25]2[N:29]=[C:28]([N:30]3[CH2:35][CH2:34][NH:33][CH2:32][CH2:31]3)[S:27][N:26]=2)[CH:24]=[CH:23][CH:22]=[CH:21][CH:20]=1, predict the reaction product. The product is: [N:1]1([C:7]2[CH:15]=[CH:14][C:13]([N+:16]([O-:18])=[O:17])=[CH:12][C:8]=2[C:9]([N:33]2[CH2:34][CH2:35][N:30]([C:28]3[S:27][N:26]=[C:25]([C:19]4[CH:24]=[CH:23][CH:22]=[CH:21][CH:20]=4)[N:29]=3)[CH2:31][CH2:32]2)=[O:11])[CH2:2][CH2:3][O:4][CH2:5][CH2:6]1. (3) The product is: [CH3:28][NH:30][C:33]([N:11]1[CH2:12][CH2:13][C:14]2[N:6]([CH2:5][C:4]3[CH:23]=[CH:24][C:25]([F:27])=[CH:26][C:3]=3[F:2])[N:7]=[C:8]([C:15]3[CH:22]=[CH:21][CH:20]=[C:17]([C:18]#[N:19])[CH:16]=3)[C:9]=2[CH2:10]1)=[O:37]. Given the reactants Cl.[F:2][C:3]1[CH:26]=[C:25]([F:27])[CH:24]=[CH:23][C:4]=1[CH2:5][N:6]1[C:14]2[CH2:13][CH2:12][NH:11][CH2:10][C:9]=2[C:8]([C:15]2[CH:16]=[C:17]([CH:20]=[CH:21][CH:22]=2)[C:18]#[N:19])=[N:7]1.[CH2:28]([N:30]([CH2:33]C)CC)C.CN.[O:37]1CCCC1, predict the reaction product. (4) Given the reactants FC(F)(F)C(O)=O.FC(F)(F)C(O)=O.[CH3:15][C:16]1[CH:25]=[C:24]([CH2:26][O:27][C:28]2[CH:52]=[CH:51][C:31]([C:32]([NH:34][CH2:35][C:36]3([CH:45]4[CH2:50][CH2:49][NH:48][CH2:47][CH2:46]4)[C:41](=[O:42])[NH:40][C:39](=[O:43])[NH:38][C:37]3=[O:44])=[O:33])=[CH:30][CH:29]=2)[C:23]2[C:18](=[CH:19][CH:20]=[CH:21][CH:22]=2)[N:17]=1.[O:53]1[CH2:58][CH2:57][C:56](=O)[CH2:55][CH2:54]1, predict the reaction product. The product is: [CH3:15][C:16]1[CH:25]=[C:24]([CH2:26][O:27][C:28]2[CH:29]=[CH:30][C:31]([C:32]([NH:34][CH2:35][C:36]3([CH:45]4[CH2:50][CH2:49][N:48]([CH:56]5[CH2:57][CH2:58][O:53][CH2:54][CH2:55]5)[CH2:47][CH2:46]4)[C:37](=[O:44])[NH:38][C:39](=[O:43])[NH:40][C:41]3=[O:42])=[O:33])=[CH:51][CH:52]=2)[C:23]2[C:18](=[CH:19][CH:20]=[CH:21][CH:22]=2)[N:17]=1. (5) Given the reactants [CH2:1]([O:3][CH2:4][CH2:5][CH2:6][CH2:7][C@H:8]([C@@H:15]1[CH2:20][CH2:19][CH2:18][N:17]([C:21]([NH:23][C@@H:24]([CH2:35][CH:36]2[CH2:41][CH2:40][CH2:39][CH2:38][CH2:37]2)[CH2:25][N:26](C)[C:27](=O)OC(C)(C)C)=[O:22])[CH2:16]1)[C:9]1[CH:14]=[CH:13][CH:12]=[CH:11][CH:10]=1)[CH3:2], predict the reaction product. The product is: [CH:36]1([CH2:35][C@H:24]([NH:23][C:21]([N:17]2[CH2:18][CH2:19][CH2:20][C@@H:15]([C@H:8]([C:9]3[CH:10]=[CH:11][CH:12]=[CH:13][CH:14]=3)[CH2:7][CH2:6][CH2:5][CH2:4][O:3][CH2:1][CH3:2])[CH2:16]2)=[O:22])[CH2:25][NH:26][CH3:27])[CH2:41][CH2:40][CH2:39][CH2:38][CH2:37]1.